This data is from Catalyst prediction with 721,799 reactions and 888 catalyst types from USPTO. The task is: Predict which catalyst facilitates the given reaction. Reactant: C(OC([NH:11][C:12]1[C:17](=[O:18])[N:16]([CH2:19][C:20]([OH:22])=[O:21])[C:15]([C:23]2[CH:28]=[CH:27][CH:26]=[CH:25][CH:24]=2)=[N:14][CH:13]=1)=O)C1C=CC=CC=1.[H][H]. Product: [NH2:11][C:12]1[C:17](=[O:18])[N:16]([CH2:19][C:20]([OH:22])=[O:21])[C:15]([C:23]2[CH:28]=[CH:27][CH:26]=[CH:25][CH:24]=2)=[N:14][CH:13]=1. The catalyst class is: 129.